From a dataset of Reaction yield outcomes from USPTO patents with 853,638 reactions. Predict the reaction yield, written as a fraction of the theoretical maximum amount of product (1.0 means a 100% yield; for example, 0.34 means a 34% yield). (1) The yield is 0.470. The product is [CH3:1][O:2][C:3]([C:5]1[CH:10]=[CH:9][C:8]([C:11]2[CH:16]=[C:15]([O:17][CH3:18])[CH:14]=[CH:13][C:12]=2[F:19])=[C:7]([CH:20]([O:26][CH3:29])[C:21]([CH3:25])([CH3:24])[CH:22]=[CH2:23])[CH:6]=1)=[O:4]. The reactants are [CH3:1][O:2][C:3]([C:5]1[CH:10]=[CH:9][C:8]([C:11]2[CH:16]=[C:15]([O:17][CH3:18])[CH:14]=[CH:13][C:12]=2[F:19])=[C:7]([CH:20]([OH:26])[C:21]([CH3:25])([CH3:24])[CH:22]=[CH2:23])[CH:6]=1)=[O:4].[H-].[Na+].[CH3:29]I.O. The catalyst is CN(C=O)C. (2) The reactants are [NH2:1][CH2:2][C:3]1[N:11]2[C:6]([CH2:7][CH2:8][CH2:9][CH2:10]2)=[CH:5][C:4]=1[C:12]([O:14]C)=O.C[Si](C)(C)N[Si](C)(C)C.[Li].C1COCC1.[NH4+].[Cl-]. The catalyst is C1COCC1. The product is [C:12]1(=[O:14])[C:4]2[CH:5]=[C:6]3[N:11]([C:3]=2[CH2:2][NH:1]1)[CH2:10][CH2:9][CH2:8][CH2:7]3. The yield is 0.530. (3) The reactants are C[O:2][C:3]1[CH:4]=[N:5][C:6]2[CH:7]=[CH:8][N:9]([CH:14]([CH3:20])[C:15]([O:17]CC)=[O:16])[C:10](=[O:13])[C:11]=2[CH:12]=1.[BrH:21]. No catalyst specified. The product is [BrH:21].[OH:2][C:3]1[CH:4]=[N:5][C:6]2[CH:7]=[CH:8][N:9]([CH:14]([CH3:20])[C:15]([OH:17])=[O:16])[C:10](=[O:13])[C:11]=2[CH:12]=1. The yield is 1.00. (4) The yield is 0.310. The product is [Cl:15][C:16]1[CH:21]=[CH:20][CH:19]=[CH:18][C:17]=1[S:22]([N:13]([CH2:12][CH2:11][C:10]#[C:9][C:7]1[CH:6]=[CH:5][CH:4]=[C:3]([CH2:2][F:1])[N:8]=1)[CH3:14])(=[O:24])=[O:23]. The reactants are [F:1][CH2:2][C:3]1[N:8]=[C:7]([C:9]#[C:10][CH2:11][CH2:12][NH:13][CH3:14])[CH:6]=[CH:5][CH:4]=1.[Cl:15][C:16]1[CH:21]=[CH:20][CH:19]=[CH:18][C:17]=1[S:22](Cl)(=[O:24])=[O:23]. No catalyst specified.